The task is: Predict the product of the given reaction.. This data is from Forward reaction prediction with 1.9M reactions from USPTO patents (1976-2016). (1) The product is: [C:1]12([C:11]3[O:12][N:27]=[C:25]([C:24]4[CH:29]=[CH:30][C:21]([Cl:20])=[CH:22][CH:23]=4)[N:26]=3)[CH2:2][CH:3]3[CH2:4][CH:5]([CH2:6][CH:7]([CH2:9]3)[CH2:8]1)[CH2:10]2. Given the reactants [C:1]12([C:11](Cl)=[O:12])[CH2:10][CH:5]3[CH2:6][CH:7]([CH2:9][CH:3]([CH2:4]3)[CH2:2]1)[CH2:8]2.N1C=CC=CC=1.[Cl:20][C:21]1[CH:30]=[CH:29][C:24]([C:25](=[N:27]O)[NH2:26])=[CH:23][CH:22]=1, predict the reaction product. (2) Given the reactants [C:1]1([C:7]2[NH:8][CH:9]=[C:10]([C:12]3[CH:17]=[CH:16][N:15]=[CH:14][CH:13]=3)[N:11]=2)[CH:6]=[CH:5][CH:4]=[CH:3][CH:2]=1.[H-].[Na+].[CH3:20][Si:21]([CH3:28])([CH3:27])[CH2:22][CH2:23][O:24][CH2:25]Cl.C(=O)([O-])O.[Na+], predict the reaction product. The product is: [C:1]1([C:7]2[N:8]([CH2:25][O:24][CH2:23][CH2:22][Si:21]([CH3:28])([CH3:27])[CH3:20])[CH:9]=[C:10]([C:12]3[CH:13]=[CH:14][N:15]=[CH:16][CH:17]=3)[N:11]=2)[CH:2]=[CH:3][CH:4]=[CH:5][CH:6]=1.